The task is: Predict which catalyst facilitates the given reaction.. This data is from Catalyst prediction with 721,799 reactions and 888 catalyst types from USPTO. (1) Reactant: [CH3:1][C:2]1[CH:10]=[C:9]([B:11]2[O:15][C:14]([CH3:17])([CH3:16])[C:13]([CH3:19])([CH3:18])[O:12]2)[CH:8]=[CH:7][C:3]=1[C:4]([NH2:6])=[O:5].Cl[C:21]1[CH:26]=[C:25]([CH:27]2[CH2:29][CH2:28]2)[CH:24]=[CH:23][N:22]=1.C([O-])([O-])=O.[Cs+].[Cs+]. Product: [CH:27]1([C:25]2[CH:24]=[CH:23][N:22]=[C:21]([NH:6][C:4](=[O:5])[C:3]3[CH:7]=[CH:8][C:9]([B:11]4[O:15][C:14]([CH3:17])([CH3:16])[C:13]([CH3:19])([CH3:18])[O:12]4)=[CH:10][C:2]=3[CH3:1])[CH:26]=2)[CH2:29][CH2:28]1. The catalyst class is: 62. (2) Reactant: [Cl:1][C:2]1[CH:3]=[C:4]([C:9]2([C:23]([F:26])([F:25])[F:24])[O:13][N:12]=[C:11]([C:14]3[CH:21]=[CH:20][C:17]([CH:18]=O)=[C:16]([CH3:22])[CH:15]=3)[CH2:10]2)[CH:5]=[C:6]([Cl:8])[CH:7]=1.[N:27]1[CH:32]=[CH:31][CH:30]=[CH:29][C:28]=1[CH2:33][NH:34][NH2:35].C[OH:37]. Product: [Cl:1][C:2]1[CH:3]=[C:4]([C:9]2([C:23]([F:25])([F:24])[F:26])[O:13][N:12]=[C:11]([C:14]3[CH:21]=[CH:20][C:17](/[CH:18]=[N:35]/[NH:34][C:33]([C:28]4[CH:29]=[CH:30][CH:31]=[CH:32][N:27]=4)=[O:37])=[C:16]([CH3:22])[CH:15]=3)[CH2:10]2)[CH:5]=[C:6]([Cl:8])[CH:7]=1. The catalyst class is: 33. (3) Reactant: [CH3:1][C:2]1[NH:9][C:5]2[N:6]=[CH:7][S:8][C:4]=2[CH:3]=1.[N:10]1([S:15]([C:18]2[CH:25]=[CH:24][CH:23]=[CH:22][C:19]=2[CH:20]=[O:21])(=[O:17])=[O:16])[CH2:14][CH2:13][CH2:12][CH2:11]1.[OH-].[Na+]. Product: [CH3:1][C:2]1[NH:9][C:5]2[N:6]=[CH:7][S:8][C:4]=2[C:3]=1[CH:20]([C:19]1[CH:22]=[CH:23][CH:24]=[CH:25][C:18]=1[S:15]([N:10]1[CH2:14][CH2:13][CH2:12][CH2:11]1)(=[O:16])=[O:17])[OH:21]. The catalyst class is: 18. (4) Reactant: [CH3:1][C:2]1([CH3:41])[CH2:11][CH:10]=[C:9]([C:12]2[CH:17]=[CH:16][CH:15]=[C:14]([O:18][Si](CC(CC)CC)(C)C)[CH:13]=2)[C:8]2[CH:7]=[C:6]([C:28]#[C:29][C:30]3[CH:40]=[CH:39][C:33]([C:34]([O:36]CC)=[O:35])=[CH:32][CH:31]=3)[CH:5]=[CH:4][C:3]1=2.[OH-].[Na+].Cl. Product: [CH3:1][C:2]1([CH3:41])[CH2:11][CH:10]=[C:9]([C:12]2[CH:17]=[CH:16][CH:15]=[C:14]([OH:18])[CH:13]=2)[C:8]2[CH:7]=[C:6]([C:28]#[C:29][C:30]3[CH:31]=[CH:32][C:33]([C:34]([OH:36])=[O:35])=[CH:39][CH:40]=3)[CH:5]=[CH:4][C:3]1=2. The catalyst class is: 301. (5) Reactant: [C:1]([CH:3]1[C:8]2([CH2:13][CH2:12][CH2:11][CH2:10][CH2:9]2)[CH:7]([C:14]([O:16]CC2C=CC=CC=2)=[O:15])[C:6](=[O:24])[NH:5][C:4]1=[O:25])#[N:2].C(OCC)(=O)C. Product: [C:1]([CH:3]1[C:8]2([CH2:13][CH2:12][CH2:11][CH2:10][CH2:9]2)[CH:7]([C:14]([OH:16])=[O:15])[C:6](=[O:24])[NH:5][C:4]1=[O:25])#[N:2]. The catalyst class is: 43. (6) The catalyst class is: 4. Product: [Cl:18][CH2:19][CH2:20][NH:21][C:22]([NH:10][CH:8]([C:3]1[CH:4]=[CH:5][CH:6]=[CH:7][C:2]=1[Cl:1])[CH3:9])=[O:23]. Reactant: [Cl:1][C:2]1[CH:7]=[CH:6][CH:5]=[CH:4][C:3]=1[CH:8]([NH2:10])[CH3:9].C(N(CC)CC)C.[Cl:18][CH2:19][CH2:20][N:21]=[C:22]=[O:23]. (7) Reactant: [CH3:1][C:2]1[C:3]([CH2:8][N:9]([CH2:15][C:16]2[C:21]([CH3:22])=[CH:20][CH:19]=[CH:18][N:17]=2)[CH2:10][CH2:11][CH2:12][CH2:13][NH2:14])=[N:4][CH:5]=[CH:6][CH:7]=1.Cl.N1C=CC([C:29]([NH2:31])=[NH:30])=N1.CCN(C(C)C)C(C)C. Product: [CH3:1][C:2]1[C:3]([CH2:8][N:9]([CH2:15][C:16]2[C:21]([CH3:22])=[CH:20][CH:19]=[CH:18][N:17]=2)[CH2:10][CH2:11][CH2:12][CH2:13][NH:14][C:29]([NH2:31])=[NH:30])=[N:4][CH:5]=[CH:6][CH:7]=1. The catalyst class is: 3. (8) Reactant: [Cl:1][C:2]1[CH:7]=[CH:6][CH:5]=[CH:4][C:3]=1[C:8]1[NH:12][N:11]=[C:10]([S:13]COCCOC)[N:9]=1.C(=O)([O-])[O-].[K+].[K+].[CH3:26][C:27]1[CH:32]=[CH:31][C:30]([CH2:33]Br)=[CH:29][CH:28]=1.Cl. Product: [Cl:1][C:2]1[CH:7]=[CH:6][CH:5]=[CH:4][C:3]=1[C:8]1[NH:12][N:11]([CH2:26][C:27]2[CH:32]=[CH:31][C:30]([CH3:33])=[CH:29][CH:28]=2)[C:10](=[S:13])[N:9]=1. The catalyst class is: 18.